This data is from Reaction yield outcomes from USPTO patents with 853,638 reactions. The task is: Predict the reaction yield, written as a fraction of the theoretical maximum amount of product (1.0 means a 100% yield; for example, 0.34 means a 34% yield). (1) The reactants are [Cl:1][C:2]1[CH:7]=[C:6](Cl)[N:5]2[N:9]=[C:10]([CH3:12])[CH:11]=[C:4]2[N:3]=1.[NH:13]1[CH2:18][CH2:17][O:16][CH2:15][CH2:14]1. The catalyst is O1CCOCC1. The product is [Cl:1][C:2]1[CH:7]=[C:6]([N:13]2[CH2:18][CH2:17][O:16][CH2:15][CH2:14]2)[N:5]2[N:9]=[C:10]([CH3:12])[CH:11]=[C:4]2[N:3]=1. The yield is 0.740. (2) The reactants are [Cl:1][C:2]1[C:6]([CH3:7])=[C:5]([C:8]2[CH:9]=[C:10]([C:13]([OH:15])=O)[S:11][CH:12]=2)[N:4]([CH3:16])[N:3]=1.[NH2:17][C@@H:18]([CH2:31][C:32]1[CH:37]=[CH:36][C:35]([F:38])=[CH:34][CH:33]=1)[CH2:19][N:20]1[C:28](=[O:29])[C:27]2[C:22](=[CH:23][CH:24]=[CH:25][CH:26]=2)[C:21]1=[O:30].CC(OC(N[C@H](C(O)=O)CC1C=CC=CC=1C(F)(F)F)=O)(C)C.C1CN([P+](Br)(N2CCCC2)N2CCCC2)CC1.F[P-](F)(F)(F)(F)F.CCN(C(C)C)C(C)C. The catalyst is C(Cl)(Cl)Cl. The product is [Cl:1][C:2]1[C:6]([CH3:7])=[C:5]([C:8]2[CH:9]=[C:10]([C:13]([NH:17][C@@H:18]([CH2:31][C:32]3[CH:33]=[CH:34][C:35]([F:38])=[CH:36][CH:37]=3)[CH2:19][N:20]3[C:28](=[O:29])[C:27]4[C:22](=[CH:23][CH:24]=[CH:25][CH:26]=4)[C:21]3=[O:30])=[O:15])[S:11][CH:12]=2)[N:4]([CH3:16])[N:3]=1. The yield is 0.810. (3) The reactants are [F:1][C:2]1[CH:3]=[C:4]([C@@H:9]2[CH2:11][C@H:10]2C(O)=O)[CH:5]=[CH:6][C:7]=1[F:8].C1(P([N:29]=[N+]=[N-])(C2C=CC=CC=2)=O)C=CC=CC=1.C(N(CC)CC)C.Cl. The catalyst is C1(C)C=CC=CC=1. The product is [F:1][C:2]1[CH:3]=[C:4]([C@@H:9]2[CH2:11][C@H:10]2[NH2:29])[CH:5]=[CH:6][C:7]=1[F:8]. The yield is 0.910. (4) The reactants are C([O:3][C:4]([C:6]1[C:15](=[O:16])[C:14]2[C:9](=[CH:10][C:11]([F:26])=[C:12]([CH2:17][C:18]3[CH:23]=[CH:22][CH:21]=[C:20]([Cl:24])[C:19]=3[F:25])[CH:13]=2)[N:8]([C@H:27]([CH2:31][O:32][Si](C(C)(C)C)(C)C)[CH:28]([CH3:30])[CH3:29])[CH:7]=1)=[O:5])C.[OH-].[Na+]. The catalyst is C(O)(C)C. The product is [Cl:24][C:20]1[C:19]([F:25])=[C:18]([CH:23]=[CH:22][CH:21]=1)[CH2:17][C:12]1[CH:13]=[C:14]2[C:9](=[CH:10][C:11]=1[F:26])[N:8]([C@H:27]([CH2:31][OH:32])[CH:28]([CH3:30])[CH3:29])[CH:7]=[C:6]([C:4]([OH:5])=[O:3])[C:15]2=[O:16]. The yield is 0.820. (5) The reactants are [CH3:1][N:2]([CH3:10])[C:3]1[CH:8]=[CH:7][CH:6]=[C:5]([NH2:9])[CH:4]=1.Cl.[CH:12](=O)/[CH:13]=[CH:14]/[CH3:15].[OH-].[Na+]. The catalyst is C1(C)C=CC=CC=1. The product is [CH3:1][N:2]([CH3:10])[C:3]1[CH:4]=[C:5]2[C:6]([CH:12]=[CH:13][C:14]([CH3:15])=[N:9]2)=[CH:7][CH:8]=1. The yield is 0.430.